Dataset: Catalyst prediction with 721,799 reactions and 888 catalyst types from USPTO. Task: Predict which catalyst facilitates the given reaction. (1) Reactant: [NH2:1][S:2]([C:5]1[CH:23]=[CH:22][C:8]([C:9]([NH:11][C:12]2[N:13]=[C:14]3[CH:19]=[CH:18][C:17]([Cl:20])=[CH:16][N:15]3[CH:21]=2)=[O:10])=[CH:7][CH:6]=1)(=[O:4])=[O:3].[C:24](OC(=O)C)(=[O:26])[CH3:25]. Product: [C:24]([NH:1][S:2]([C:5]1[CH:23]=[CH:22][C:8]([C:9]([NH:11][C:12]2[N:13]=[C:14]3[CH:19]=[CH:18][C:17]([Cl:20])=[CH:16][N:15]3[CH:21]=2)=[O:10])=[CH:7][CH:6]=1)(=[O:4])=[O:3])(=[O:26])[CH3:25]. The catalyst class is: 17. (2) Reactant: [OH:1][C:2]1[CH:10]=[CH:9][CH:8]=[C:7]2[C:3]=1[CH:4]=[CH:5][NH:6]2.[OH-].[K+].CS(C)=O.Br[C:18]([CH3:25])([CH3:24])[C:19]([O:21][CH2:22][CH3:23])=[O:20]. Product: [CH2:22]([O:21][C:19](=[O:20])[C:18]([O:1][C:2]1[CH:10]=[CH:9][CH:8]=[C:7]2[C:3]=1[CH:4]=[CH:5][NH:6]2)([CH3:25])[CH3:24])[CH3:23]. The catalyst class is: 6.